From a dataset of Full USPTO retrosynthesis dataset with 1.9M reactions from patents (1976-2016). Predict the reactants needed to synthesize the given product. (1) Given the product [CH2:41]([C:2]1[CH:3]=[C:4]2[C:9](=[CH:10][C:11]=1[O:12][CH3:13])[N:8]=[C:7]([C:14]1[CH:19]=[CH:18][C:17]([CH2:20][C:21]([NH:23][C:24]3[CH:28]=[C:27]([C:29]4([C:32]([F:34])([F:35])[F:33])[CH2:30][CH2:31]4)[O:26][N:25]=3)=[O:22])=[C:16]([F:36])[CH:15]=1)[CH:6]=[N:5]2)[CH:40]=[CH2:39], predict the reactants needed to synthesize it. The reactants are: Br[C:2]1[CH:3]=[C:4]2[C:9](=[CH:10][C:11]=1[O:12][CH3:13])[N:8]=[C:7]([C:14]1[CH:19]=[CH:18][C:17]([CH2:20][C:21]([NH:23][C:24]3[CH:28]=[C:27]([C:29]4([C:32]([F:35])([F:34])[F:33])[CH2:31][CH2:30]4)[O:26][N:25]=3)=[O:22])=[C:16]([F:36])[CH:15]=1)[CH:6]=[N:5]2.[F-].[Cs+].[CH2:39](B1OC(C)(C)C(C)(C)O1)[CH:40]=[CH2:41]. (2) Given the product [F:20][C:19]1[CH:18]=[CH:17][C:4]([CH2:5][C:6]2[C:15]3[C:10](=[CH:11][CH:12]=[CH:13][CH:14]=3)[C:9](=[O:16])[NH:8][N:7]=2)=[CH:3][C:2]=1[NH:1][C:25](=[O:27])[CH2:26][CH:22]([CH3:21])[C:23]([OH:28])=[O:24], predict the reactants needed to synthesize it. The reactants are: [NH2:1][C:2]1[CH:3]=[C:4]([CH:17]=[CH:18][C:19]=1[F:20])[CH2:5][C:6]1[C:15]2[C:10](=[CH:11][CH:12]=[CH:13][CH:14]=2)[C:9](=[O:16])[NH:8][N:7]=1.[CH3:21][CH:22]1[CH2:26][C:25](=[O:27])[O:24][C:23]1=[O:28].C1(C)C=CC=CC=1. (3) Given the product [Cl:19][C:2]([CH:8]([CH3:14])[C:9]([O:11][CH2:12][CH3:13])=[O:10])=[O:5], predict the reactants needed to synthesize it. The reactants are: C[C:2]([O-:5])(C)C.[K+].Cl[CH2:8][C:9]([O:11][CH2:12][CH3:13])=[O:10].[CH:14](OCC)=O.[ClH:19]. (4) Given the product [Cl:26][C:22]1[CH:21]=[C:20]([N:15]2[C:14]([N:6]3[CH2:7][C@H:8]([S:10]([CH3:13])(=[O:12])=[O:11])[CH2:9][C@H:5]3[C:3]([OH:4])=[O:2])=[CH:18][C:17]([CH3:19])=[N:16]2)[CH:25]=[CH:24][N:23]=1, predict the reactants needed to synthesize it. The reactants are: C[O:2][C:3]([C@@H:5]1[CH2:9][C@@H:8]([S:10]([CH3:13])(=[O:12])=[O:11])[CH2:7][N:6]1[C:14]1[N:15]([C:20]2[CH:25]=[CH:24][N:23]=[C:22]([Cl:26])[CH:21]=2)[N:16]=[C:17]([CH3:19])[CH:18]=1)=[O:4].[OH-].[Li+]. (5) Given the product [CH:6]1([CH2:5][C@H:4]([N:12]2[CH2:16][C:15]([O:17][C:18]3[CH:23]=[CH:22][CH:21]=[C:20]([O:24][C:25]([F:26])([F:27])[F:28])[CH:19]=3)=[CH:14][C:13]2=[O:29])[C:3]([OH:30])=[O:2])[CH2:11][CH2:10][CH2:9][CH2:8][CH2:7]1, predict the reactants needed to synthesize it. The reactants are: C[O:2][C:3](=[O:30])[C@@H:4]([N:12]1[CH2:16][C:15]([O:17][C:18]2[CH:23]=[CH:22][CH:21]=[C:20]([O:24][C:25]([F:28])([F:27])[F:26])[CH:19]=2)=[CH:14][C:13]1=[O:29])[CH2:5][CH:6]1[CH2:11][CH2:10][CH2:9][CH2:8][CH2:7]1.[OH-].[Li+]. (6) Given the product [OH:3][CH2:4][CH2:6][N:7]([CH2:54][C:51]1[CH:50]=[CH:49][C:48]([CH:45]2[CH2:44][CH2:43][N:42]([CH3:40])[CH2:47][CH2:46]2)=[CH:53][CH:52]=1)[C:8]1[CH:13]=[C:12]([O:14][CH3:15])[C:11]([O:16][CH3:17])=[CH:10][C:9]=1[C@H:18]1[CH2:27][CH2:26][C:25]2[CH:24]=[C:23]([OH:28])[CH:22]=[CH:21][C:20]=2[CH2:19]1, predict the reactants needed to synthesize it. The reactants are: C([O:3][C:4]([CH2:6][NH:7][C:8]1[CH:13]=[C:12]([O:14][CH3:15])[C:11]([O:16][CH3:17])=[CH:10][C:9]=1[C@H:18]1[CH2:27][CH2:26][C:25]2[CH:24]=[C:23]([O:28]C(=O)C(C)(C)C)[CH:22]=[CH:21][C:20]=2[CH2:19]1)=O)C.C(O[C:40]([N:42]1[CH2:47][CH2:46][CH:45]([C:48]2[CH:53]=[CH:52][C:51]([C:54](O)=O)=[CH:50][CH:49]=2)[CH2:44][CH2:43]1)=O)(C)(C)C. (7) Given the product [CH3:1][O:2][C:3]1[C:4]([N+:26]([O-:28])=[O:27])=[C:5]2[C:14](=[CH:15][CH:16]=1)[CH:13]=[C:12]([C:18]1[CH:19]=[CH:20][C:21]([O:24][CH3:25])=[CH:22][CH:23]=1)[CH:11]1[CH:6]2[CH2:7][CH2:8][CH2:9][CH2:10]1, predict the reactants needed to synthesize it. The reactants are: [CH3:1][O:2][C:3]1[C:4]([N+:26]([O-:28])=[O:27])=[C:5]2[C:14](=[CH:15][CH:16]=1)[CH:13](O)[CH:12]([C:18]1[CH:23]=[CH:22][C:21]([O:24][CH3:25])=[CH:20][CH:19]=1)[CH:11]1[CH:6]2[CH2:7][CH2:8][CH2:9][CH2:10]1.C1(C)C=CC(S(O)(=O)=O)=CC=1.C1(C)C=CC=CC=1. (8) Given the product [CH2:11]([N:8]1[C:9]2[C:5](=[CH:4][C:3]([F:33])=[C:2]([NH:1][C:38]3[S:39][CH2:35][CH2:36][N:37]=3)[CH:10]=2)[C:6]([C:21]([NH:23][CH2:24][C:25]2[CH:30]=[CH:29][C:28]([F:31])=[C:27]([F:32])[CH:26]=2)=[O:22])=[C:7]1[CH:18]([CH3:19])[CH3:20])[C:12]1[CH:17]=[CH:16][CH:15]=[CH:14][CH:13]=1, predict the reactants needed to synthesize it. The reactants are: [NH2:1][C:2]1[CH:10]=[C:9]2[C:5]([C:6]([C:21]([NH:23][CH2:24][C:25]3[CH:30]=[CH:29][C:28]([F:31])=[C:27]([F:32])[CH:26]=3)=[O:22])=[C:7]([CH:18]([CH3:20])[CH3:19])[N:8]2[CH2:11][C:12]2[CH:17]=[CH:16][CH:15]=[CH:14][CH:13]=2)=[CH:4][C:3]=1[F:33].Cl[CH2:35][CH2:36][N:37]=[C:38]=[S:39].